Dataset: Reaction yield outcomes from USPTO patents with 853,638 reactions. Task: Predict the reaction yield, written as a fraction of the theoretical maximum amount of product (1.0 means a 100% yield; for example, 0.34 means a 34% yield). (1) The product is [OH:1][C:2]1[N:6]([CH3:7])[N:5]=[C:4]([C:8]([F:11])([F:10])[F:9])[C:3]=1[CH2:14][S:22][C:16]1[CH:21]=[CH:20][CH:19]=[CH:18][CH:17]=1. The reactants are [OH:1][C:2]1[N:6]([CH3:7])[N:5]=[C:4]([C:8]([F:11])([F:10])[F:9])[CH:3]=1.[OH-].[Na+].[CH2:14]=O.[C:16]1([SH:22])[CH:21]=[CH:20][CH:19]=[CH:18][CH:17]=1.Cl. The yield is 0.764. The catalyst is O. (2) The reactants are [CH3:1][O:2][C:3]([C:5]1[C:10](=[O:11])[N:9]([C:12]2[CH:17]=[CH:16][CH:15]=[C:14]([C:18]([F:21])([F:20])[F:19])[CH:13]=2)[C:8]([CH3:22])=[CH:7][N:6]=1)=[O:4].[Br:23]N1C(=O)CCC1=O.O. The catalyst is CN(C)C=O. The product is [CH3:1][O:2][C:3]([C:5]1[C:10](=[O:11])[N:9]([C:12]2[CH:17]=[CH:16][CH:15]=[C:14]([C:18]([F:21])([F:19])[F:20])[CH:13]=2)[C:8]([CH3:22])=[C:7]([Br:23])[N:6]=1)=[O:4]. The yield is 0.910. (3) The reactants are [N+:1]([C:4]1[CH:11]=[CH:10][C:7]([CH:8]=[O:9])=[CH:6][CH:5]=1)([O-:3])=[O:2].[P:12]([O-:19])([O:16][CH2:17][CH3:18])[O:13][CH2:14][CH3:15]. The catalyst is C1COCC1. The product is [N+:1]([C:4]1[CH:5]=[CH:6][C:7]([CH:8]([P:12](=[O:19])([O:16][CH2:17][CH3:18])[O:13][CH2:14][CH3:15])[OH:9])=[CH:10][CH:11]=1)([O-:3])=[O:2]. The yield is 0.780. (4) The reactants are [CH3:1][C:2]1[N:3]([CH2:13][C:14]([O:16][CH2:17][CH3:18])=[O:15])[C:4]2[CH2:5][CH2:6][C:7]([CH3:12])([CH3:11])[CH2:8][C:9]=2[CH:10]=1.[Cl-].C([Al+]CC)C.[N:25]1([S:30]([C:33]2[CH:41]=[CH:40][C:36]([C:37](Cl)=[O:38])=[CH:35][CH:34]=2)(=[O:32])=[O:31])[CH2:29][CH2:28][CH2:27][CH2:26]1.Cl. The catalyst is ClCCl. The product is [CH3:1][C:2]1[N:3]([CH2:13][C:14]([O:16][CH2:17][CH3:18])=[O:15])[C:4]2[CH2:5][CH2:6][C:7]([CH3:12])([CH3:11])[CH2:8][C:9]=2[C:10]=1[C:37](=[O:38])[C:36]1[CH:40]=[CH:41][C:33]([S:30]([N:25]2[CH2:29][CH2:28][CH2:27][CH2:26]2)(=[O:32])=[O:31])=[CH:34][CH:35]=1. The yield is 0.491.